From a dataset of Full USPTO retrosynthesis dataset with 1.9M reactions from patents (1976-2016). Predict the reactants needed to synthesize the given product. (1) Given the product [NH2:23][S:19]([N:14]([CH2:15][CH:9]1[CH2:10][CH2:11][CH:6]([C:4]([O:3][CH2:1][CH3:2])=[O:5])[CH2:7][CH2:8]1)[CH2:17][C:18]1[CH:10]=[CH:11][CH:6]=[CH:7][CH:8]=1)(=[O:21])=[O:20], predict the reactants needed to synthesize it. The reactants are: [CH2:1]([O:3][C:4]([CH:6]1[CH2:11][CH2:10][CH2:9][CH2:8][CH2:7]1)=[O:5])[CH3:2].C([N:14]([CH2:17][CH3:18])[CH2:15]C)C.[S:19]([NH2:23])(N)(=[O:21])=[O:20]. (2) Given the product [CH2:16]([O:1][CH2:2][CH2:3][CH2:4][CH2:5][C:6]1[O:10][N:9]=[C:8]([C:11]([O:13][CH2:14][CH3:15])=[O:12])[CH:7]=1)[C:17]1[CH:22]=[CH:21][CH:20]=[CH:19][CH:18]=1, predict the reactants needed to synthesize it. The reactants are: [OH:1][CH2:2][CH2:3][CH2:4][CH2:5][C:6]1[O:10][N:9]=[C:8]([C:11]([O:13][CH2:14][CH3:15])=[O:12])[CH:7]=1.[CH2:16](Br)[C:17]1[CH:22]=[CH:21][CH:20]=[CH:19][CH:18]=1.[H-].[Na+].Cl. (3) Given the product [OH:14][C:13]1[CH:12]=[C:11]([O:10][CH2:9][O:8][CH3:7])[CH:28]=[CH:27][C:26]=1[C:25]1[C:16]([CH2:15][OH:32])=[C:17]2[C:22](=[CH:23][CH:24]=1)[NH:21][C:20]([CH3:30])([CH3:29])[CH:19]=[C:18]2[CH3:31], predict the reactants needed to synthesize it. The reactants are: [H-].[Al+3].[Li+].[H-].[H-].[H-].[CH3:7][O:8][CH2:9][O:10][C:11]1[CH:12]=[C:13]2[C:26](=[CH:27][CH:28]=1)[C:25]1[C:16](=[C:17]3[C:22](=[CH:23][CH:24]=1)[NH:21][C:20]([CH3:30])([CH3:29])[CH:19]=[C:18]3[CH3:31])[C:15](=[O:32])[O:14]2.Cl. (4) Given the product [CH2:1]([O:3][C:4]([C:6]1[C:10]2[N:11]=[CH:12][N:13]=[C:14]([C:21]3[C:22]4[O:26][CH2:25][O:24][C:23]=4[CH:27]=[CH:28][C:20]=3[O:19][CH2:16][CH2:17][CH3:18])[C:9]=2[NH:8][CH:7]=1)=[O:5])[CH3:2], predict the reactants needed to synthesize it. The reactants are: [CH2:1]([O:3][C:4]([C:6]1[C:10]2[N:11]=[CH:12][N:13]=[C:14](Cl)[C:9]=2[NH:8][CH:7]=1)=[O:5])[CH3:2].[CH2:16]([O:19][C:20]1[CH:28]=[CH:27][C:23]2[O:24][CH2:25][O:26][C:22]=2[C:21]=1B1OC(C)(C)C(C)(C)O1)[CH2:17][CH3:18]. (5) Given the product [Cl:1][C:2]1[N:11]=[C:10]([N:14]2[CH2:18][CH2:17][C@@H:16]([NH:19][C:20](=[O:26])[O:21][C:22]([CH3:24])([CH3:23])[CH3:25])[CH2:15]2)[C:9]2[C:4](=[CH:5][C:6]([CH3:13])=[CH:7][CH:8]=2)[N:3]=1, predict the reactants needed to synthesize it. The reactants are: [Cl:1][C:2]1[N:11]=[C:10](Cl)[C:9]2[C:4](=[CH:5][C:6]([CH3:13])=[CH:7][CH:8]=2)[N:3]=1.[NH:14]1[CH2:18][CH2:17][C@@H:16]([NH:19][C:20](=[O:26])[O:21][C:22]([CH3:25])([CH3:24])[CH3:23])[CH2:15]1.CCN(CC)CC. (6) Given the product [F:29][C:30]1[CH:35]=[CH:34][C:33]([C:8]2[C:7]([N:3]3[CH2:4][CH2:5][CH2:6][C@@H:2]3[CH3:1])=[N:16][C:15]3[C:10](=[CH:11][CH:12]=[C:13]([C:17]([O:19][CH3:20])=[O:18])[CH:14]=3)[N:9]=2)=[C:32]([CH3:39])[CH:31]=1, predict the reactants needed to synthesize it. The reactants are: [CH3:1][C@H:2]1[CH2:6][CH2:5][CH2:4][N:3]1[C:7]1[C:8](OS(C(F)(F)F)(=O)=O)=[N:9][C:10]2[C:15]([N:16]=1)=[CH:14][C:13]([C:17]([O:19][CH3:20])=[O:18])=[CH:12][CH:11]=2.[F:29][C:30]1[CH:35]=[CH:34][C:33](B(O)O)=[C:32]([CH3:39])[CH:31]=1.[O-]P([O-])([O-])=O.[K+].[K+].[K+]. (7) Given the product [CH2:1]([C:3]1[CH:8]=[CH:7][C:6]([CH:9]2[CH2:14][N:13]([C:15]([N:17]3[CH2:18][CH2:19][S:20][CH2:21][CH2:22]3)=[O:16])[CH2:12][CH:11]([C:23]([OH:25])=[O:24])[CH2:10]2)=[CH:5][CH:4]=1)[CH3:2], predict the reactants needed to synthesize it. The reactants are: [CH2:1]([C:3]1[CH:8]=[CH:7][C:6]([CH:9]2[CH2:14][N:13]([C:15]([N:17]3[CH2:22][CH2:21][S:20][CH2:19][CH2:18]3)=[O:16])[CH2:12][CH:11]([C:23]([O:25]C)=[O:24])[CH2:10]2)=[CH:5][CH:4]=1)[CH3:2].CC(C)([O-])C.[K+].